This data is from Forward reaction prediction with 1.9M reactions from USPTO patents (1976-2016). The task is: Predict the product of the given reaction. (1) Given the reactants [C:1]([C:9]([C:24]([OH:26])=[O:25])([OH:23])[C:10]([C:15](=[O:22])[C:16]1[CH:21]=[CH:20][CH:19]=[CH:18][CH:17]=1)([OH:14])[C:11]([OH:13])=[O:12])(=[O:8])[C:2]1[CH:7]=[CH:6][CH:5]=[CH:4][CH:3]=1.[C:27]1([C@:33]23[NH:40][C@H:37]([CH2:38][CH2:39]2)[CH2:36][CH2:35][C@H:34]3[OH:41])[CH:32]=[CH:31][CH:30]=[CH:29][CH:28]=1.C(O)(C)C, predict the reaction product. The product is: [C:15]([C:10]([C:11]([OH:13])=[O:12])([OH:14])[C:9]([C:1](=[O:8])[C:2]1[CH:7]=[CH:6][CH:5]=[CH:4][CH:3]=1)([OH:23])[C:24]([OH:26])=[O:25])(=[O:22])[C:16]1[CH:21]=[CH:20][CH:19]=[CH:18][CH:17]=1.[C:27]1([C@@:33]23[NH:40][C@@H:37]([CH2:38][CH2:39]2)[CH2:36][CH2:35][C@@H:34]3[OH:41])[CH:28]=[CH:29][CH:30]=[CH:31][CH:32]=1. (2) Given the reactants [CH:1]([C:4]1[CH:5]=[C:6]([CH:9]=[C:10]([CH:14]([CH3:16])[CH3:15])[C:11]=1[O:12][CH3:13])[CH:7]=O)([CH3:3])[CH3:2].[CH3:17][C:18]1[CH:26]=[CH:25][CH:24]=[C:23]2[C:19]=1[CH2:20][C:21](=[O:27])[NH:22]2, predict the reaction product. The product is: [CH:1]([C:4]1[CH:5]=[C:6]([CH:9]=[C:10]([CH:14]([CH3:16])[CH3:15])[C:11]=1[O:12][CH3:13])[CH:7]=[C:20]1[C:19]2[C:23](=[CH:24][CH:25]=[CH:26][C:18]=2[CH3:17])[NH:22][C:21]1=[O:27])([CH3:3])[CH3:2]. (3) Given the reactants Cl.[NH2:2][CH2:3][C:4]1[CH:11]=[CH:10][C:7]([C:8]#[N:9])=[CH:6][CH:5]=1.CCN([CH:18]([CH3:20])[CH3:19])C(C)C.C1N=CN([C:26]([N:28]2[CH:32]=N[CH:30]=[CH:29]2)=[O:27])C=1.C(N1CCCCC1)[C:34]1[CH:39]=[CH:38][CH:37]=[CH:36][CH:35]=1, predict the reaction product. The product is: [CH2:20]([CH:18]1[CH2:30][CH2:29][N:28]([C:26]([NH:9][CH2:8][C:7]2[CH:10]=[CH:11][C:4]([C:3]#[N:2])=[CH:5][CH:6]=2)=[O:27])[CH2:32][CH2:19]1)[C:34]1[CH:39]=[CH:38][CH:37]=[CH:36][CH:35]=1. (4) The product is: [CH2:33]([N:32]([CH2:31][C:30]1[CH:35]=[CH:36][C:27]([C:26]([F:25])([F:37])[F:38])=[CH:28][CH:29]=1)[C:20](=[O:22])[CH2:19][O:18][C:17]1[CH:16]=[CH:15][C:14]([CH2:13][CH2:12][S:11][C:6]2[CH:7]=[CH:8][CH:9]=[CH:10][C:5]=2[C:3]([O:2][CH3:1])=[O:4])=[CH:24][CH:23]=1)[CH3:34]. Given the reactants [CH3:1][O:2][C:3]([C:5]1[CH:10]=[CH:9][CH:8]=[CH:7][C:6]=1[S:11][CH2:12][CH2:13][C:14]1[CH:24]=[CH:23][C:17]([O:18][CH2:19][C:20]([OH:22])=O)=[CH:16][CH:15]=1)=[O:4].[F:25][C:26]([F:38])([F:37])[C:27]1[CH:36]=[CH:35][C:30]([CH2:31][NH:32][CH2:33][CH3:34])=[CH:29][CH:28]=1.F[B-](F)(F)F.N1(OC(N(C)C)=[N+](C)C)C2C=CC=CC=2N=N1.C(N(C(C)C)C(C)C)C, predict the reaction product. (5) The product is: [CH2:19]([O:26][CH2:27][C:28]1([C:38]2[CH:39]=[C:40]([C:42]3[CH:43]=[CH:44][C:45]([CH3:48])=[CH:46][CH:47]=3)[N:10]([C:7]3[CH:8]=[CH:9][C:4]([O:3][CH3:2])=[CH:5][CH:6]=3)[N:11]=2)[CH2:29][CH2:30][C:31]2([O:32][CH2:33][CH2:34][O:35]2)[CH2:36][CH2:37]1)[C:20]1[CH:21]=[CH:22][CH:23]=[CH:24][CH:25]=1. Given the reactants Cl.[CH3:2][O:3][C:4]1[CH:9]=[CH:8][C:7]([NH:10][NH2:11])=[CH:6][CH:5]=1.C(N(CC)CC)C.[CH2:19]([O:26][CH2:27][C:28]1([C:38]#[C:39][C:40]([C:42]2[CH:47]=[CH:46][C:45]([CH3:48])=[CH:44][CH:43]=2)=O)[CH2:37][CH2:36][C:31]2([O:35][CH2:34][CH2:33][O:32]2)[CH2:30][CH2:29]1)[C:20]1[CH:25]=[CH:24][CH:23]=[CH:22][CH:21]=1, predict the reaction product. (6) The product is: [Cl:20][C:18]1[CH:17]=[C:16]([S:21]([NH:1][C:2]2[S:3][CH:4]=[C:5]([CH2:7][C:8]([O:10][CH2:11][CH3:12])=[O:9])[N:6]=2)(=[O:22])=[O:23])[CH:15]=[C:14]([Cl:13])[CH:19]=1. Given the reactants [NH2:1][C:2]1[S:3][CH:4]=[C:5]([CH2:7][C:8]([O:10][CH2:11][CH3:12])=[O:9])[N:6]=1.[Cl:13][C:14]1[CH:15]=[C:16]([S:21](Cl)(=[O:23])=[O:22])[CH:17]=[C:18]([Cl:20])[CH:19]=1, predict the reaction product. (7) Given the reactants [CH3:1][O:2][CH2:3][CH2:4][CH2:5][O:6][C:7]1[CH:8]=[C:9]([CH:12]=[CH:13][CH:14]=1)[CH:10]=[O:11].[C:15](#[N:17])[CH3:16], predict the reaction product. The product is: [OH:11][CH:10]([C:9]1[CH:12]=[CH:13][CH:14]=[C:7]([O:6][CH2:5][CH2:4][CH2:3][O:2][CH3:1])[CH:8]=1)[CH2:16][C:15]#[N:17]. (8) Given the reactants [Cl-].[Al+3].[Cl-].[Cl-].[Br:5][C:6]1[S:7][CH:8]=[C:9]([Br:11])[CH:10]=1.Cl[C:13](=[O:19])[C:14]([O:16][CH2:17][CH3:18])=[O:15], predict the reaction product. The product is: [Br:11][C:9]1[CH:10]=[C:6]([Br:5])[S:7][C:8]=1[C:13](=[O:19])[C:14]([O:16][CH2:17][CH3:18])=[O:15]. (9) Given the reactants ClC1C(F)=C(C=CC=1)CNC([C@@H]1C[C@]2(CO)[C@@H](C2)N1C(=O)[CH2:18][N:19]1[C:23]2=[N:24][CH:25]=[CH:26][CH:27]=[C:22]2[C:21]([C:28](=[O:30])[CH3:29])=[CH:20]1)=O.C(O[C:41]([N:43]1[CH2:47][C@@:46]([F:49])([CH3:48])[CH2:45][C@H:44]1[C:50](=[O:63])[NH:51][C@@H:52]([C:55]1[CH:60]=[CH:59][CH:58]=[C:57]([Cl:61])[C:56]=1[F:62])[CH2:53][OH:54])=[O:42])(C)(C)C.ClCl.CCOC(C)=O, predict the reaction product. The product is: [Cl:61][C:57]1[C:56]([F:62])=[C:55]([C@H:52]([NH:51][C:50]([C@@H:44]2[CH2:45][C@:46]([F:49])([CH3:48])[CH2:47][N:43]2[C:41](=[O:42])[CH2:18][N:19]2[C:23]3=[N:24][CH:25]=[CH:26][CH:27]=[C:22]3[C:21]([C:28](=[O:30])[CH3:29])=[CH:20]2)=[O:63])[CH2:53][OH:54])[CH:60]=[CH:59][CH:58]=1.